Dataset: CYP1A2 inhibition data for predicting drug metabolism from PubChem BioAssay. Task: Regression/Classification. Given a drug SMILES string, predict its absorption, distribution, metabolism, or excretion properties. Task type varies by dataset: regression for continuous measurements (e.g., permeability, clearance, half-life) or binary classification for categorical outcomes (e.g., BBB penetration, CYP inhibition). Dataset: cyp1a2_veith. The compound is COC(=O)N1CC(=O)N(OC)C1c1ccc(Cl)cc1Cl. The result is 0 (non-inhibitor).